Dataset: Catalyst prediction with 721,799 reactions and 888 catalyst types from USPTO. Task: Predict which catalyst facilitates the given reaction. (1) Reactant: C([O:3][C:4]([C:6]1[CH:7]=[N:8][C:9]2[C:14]([CH:15]=1)=[CH:13][CH:12]=[C:11]([NH:16][C:17]([C:19]1[C:20]([C:25]3[CH:30]=[CH:29][C:28]([C:31]([F:34])([F:33])[F:32])=[CH:27][CH:26]=3)=[CH:21][CH:22]=[CH:23][CH:24]=1)=[O:18])[CH:10]=2)=[O:5])C.O.[OH-].[Li+].O1CCCC1.Cl. Product: [F:34][C:31]([F:32])([F:33])[C:28]1[CH:27]=[CH:26][C:25]([C:20]2[C:19]([C:17]([NH:16][C:11]3[CH:10]=[C:9]4[C:14]([CH:15]=[C:6]([C:4]([OH:5])=[O:3])[CH:7]=[N:8]4)=[CH:13][CH:12]=3)=[O:18])=[CH:24][CH:23]=[CH:22][CH:21]=2)=[CH:30][CH:29]=1. The catalyst class is: 72. (2) The catalyst class is: 1. Product: [Br:1][C:2]1[CH:15]=[CH:14][C:5]2[N:6]=[C:7]([CH:9]3[CH2:10][CH:11]([CH2:13][OH:20])[CH2:12]3)[S:8][C:4]=2[CH:3]=1. Reactant: [Br:1][C:2]1[CH:15]=[CH:14][C:5]2[N:6]=[C:7]([CH:9]3[CH2:12][C:11](=[CH2:13])[CH2:10]3)[S:8][C:4]=2[CH:3]=1.B.C1C[O:20]CC1.OO.[OH-].[Na+].